Dataset: Forward reaction prediction with 1.9M reactions from USPTO patents (1976-2016). Task: Predict the product of the given reaction. (1) Given the reactants [H-].[Al+3].[Li+].[H-].[H-].[H-].[N+:7](/[CH:10]=[CH:11]/[C:12]1[CH:13]=[C:14]([C:18]2[CH:23]=[CH:22][CH:21]=[CH:20][N:19]=2)[CH:15]=[CH:16][CH:17]=1)([O-])=O.[OH-].[Na+].N1C=CC=CC=1C1C=C(CCN)C=CC=1.F[C:42]1[N:47]=[C:46]([N:48]([CH3:61])[C:49]2[CH:54]=[CH:53][N:52]=[C:51]([C:55]3[CH:60]=[CH:59][CH:58]=[CH:57][CH:56]=3)[N:50]=2)[CH:45]=[CH:44][N:43]=1, predict the reaction product. The product is: [N:19]1[CH:20]=[CH:21][CH:22]=[CH:23][C:18]=1[C:14]1[CH:13]=[C:12]([CH:17]=[CH:16][CH:15]=1)[CH2:11][CH2:10][NH:7][C:42]1[N:47]=[C:46]([N:48]([CH3:61])[C:49]2[CH:54]=[CH:53][N:52]=[C:51]([C:55]3[CH:60]=[CH:59][CH:58]=[CH:57][CH:56]=3)[N:50]=2)[CH:45]=[CH:44][N:43]=1. (2) Given the reactants [CH2:1]([O:3][C:4]([C:6]1[N:7]=[C:8]([CH2:11][OH:12])[S:9][CH:10]=1)=[O:5])[CH3:2].[O-:13][Mn](=O)(=O)=O.[K+].C(Cl)Cl.C([O-])([O-])=O.[K+].[K+], predict the reaction product. The product is: [CH2:1]([O:3][C:4]([C:6]1[N:7]=[C:8]([C:11]([OH:13])=[O:12])[S:9][CH:10]=1)=[O:5])[CH3:2].